From a dataset of Catalyst prediction with 721,799 reactions and 888 catalyst types from USPTO. Predict which catalyst facilitates the given reaction. (1) Reactant: [CH2:1]([N:8]1[C:17]2[C:12](=[CH:13][C:14]([OH:18])=[CH:15][CH:16]=2)[CH2:11][CH2:10][CH2:9]1)[C:2]1[CH:7]=[CH:6][CH:5]=[CH:4][CH:3]=1.[H-].[Na+].[Cl:21][C:22]1[CH:27]=[CH:26][CH:25]=[CH:24][C:23]=1[N:28]=[C:29]=[O:30]. Product: [CH2:1]([N:8]1[C:17]2[C:12](=[CH:13][C:14]([O:18][C:29](=[O:30])[NH:28][C:23]3[CH:24]=[CH:25][CH:26]=[CH:27][C:22]=3[Cl:21])=[CH:15][CH:16]=2)[CH2:11][CH2:10][CH2:9]1)[C:2]1[CH:3]=[CH:4][CH:5]=[CH:6][CH:7]=1. The catalyst class is: 7. (2) Reactant: Cl.[CH3:2][C@@H:3]1[CH2:7][CH2:6][CH2:5][NH:4]1.Br[CH2:9][CH2:10][OH:11].C([O-])([O-])=O.[K+].[K+]. Product: [CH3:2][C@@H:3]1[CH2:7][CH2:6][CH2:5][N:4]1[CH2:9][CH2:10][OH:11]. The catalyst class is: 10. (3) Reactant: Br[C:2]1[CH:7]=[C:6]2[N:8]([C:16](=[O:18])[CH3:17])[CH2:9][C:10]3([CH2:15][CH2:14][O:13][CH2:12][CH2:11]3)[C:5]2=[CH:4][CH:3]=1.[NH:19]1[CH2:24][CH2:23][O:22][CH2:21][CH2:20]1.C1(P(C2CCCCC2)C2C=CC(C3C(C(C)C)=CC(C(C)C)=CC=3C(C)C)=CC=2)CCCCC1.C(=O)([O-])[O-].[Cs+].[Cs+].C(O)(C)(C)C. Product: [O:22]1[CH2:23][CH2:24][N:19]([C:2]2[CH:7]=[C:6]3[N:8]([C:16](=[O:18])[CH3:17])[CH2:9][C:10]4([CH2:15][CH2:14][O:13][CH2:12][CH2:11]4)[C:5]3=[CH:4][CH:3]=2)[CH2:20][CH2:21]1. The catalyst class is: 110. (4) The catalyst class is: 27. Product: [ClH:9].[ClH:1].[S:11]1[CH2:12][CH2:13][N:14]([C:17]2[CH:18]=[C:19]([CH2:23][NH2:24])[CH:20]=[CH:21][CH:22]=2)[CH2:15][CH2:16]1. Reactant: [ClH:1].O1CCOCC1.C(Cl)[Cl:9].[S:11]1[CH2:16][CH2:15][N:14]([C:17]2[CH:18]=[C:19]([CH2:23][NH:24]C(=O)OC(C)(C)C)[CH:20]=[CH:21][CH:22]=2)[CH2:13][CH2:12]1. (5) Reactant: C([O:3][C:4](=[O:15])[C@H:5]([OH:14])[CH2:6][CH2:7][C:8]1[CH:13]=[CH:12][CH:11]=[CH:10][CH:9]=1)C.[OH-].[Na+]. Product: [OH:14][C@H:5]([CH2:6][CH2:7][C:8]1[CH:13]=[CH:12][CH:11]=[CH:10][CH:9]=1)[C:4]([OH:15])=[O:3]. The catalyst class is: 8.